Predict the product of the given reaction. From a dataset of Forward reaction prediction with 1.9M reactions from USPTO patents (1976-2016). (1) The product is: [O:30]1[C@H:31]2[O:32][CH2:33][CH2:34][C@H:35]2[C@@H:28]([O:27][C:26](=[O:36])[NH:25][C@@H:16]([CH2:17][C:18]2[CH:23]=[CH:22][C:21]([O:24][CH2:51][CH2:50][O:49][Si:42]([C:45]([CH3:48])([CH3:47])[CH3:46])([CH3:44])[CH3:43])=[CH:20][CH:19]=2)[C@H:15]([OH:37])[CH2:14][N:13]([S:10]([C:8]2[CH:7]=[CH:6][C:5]3[O:1][CH2:2][O:3][C:4]=3[CH:9]=2)(=[O:12])=[O:11])[CH2:38][CH:39]([CH3:41])[CH3:40])[CH2:29]1. Given the reactants [O:1]1[C:5]2[CH:6]=[CH:7][C:8]([S:10]([N:13]([CH2:38][CH:39]([CH3:41])[CH3:40])[CH2:14][C@@H:15]([OH:37])[C@@H:16]([NH:25][C:26](=[O:36])[O:27][C@@H:28]3[C@H:35]4[C@H:31]([O:32][CH2:33][CH2:34]4)[O:30][CH2:29]3)[CH2:17][C:18]3[CH:23]=[CH:22][C:21]([OH:24])=[CH:20][CH:19]=3)(=[O:12])=[O:11])=[CH:9][C:4]=2[O:3][CH2:2]1.[Si:42]([O:49][CH2:50][CH2:51]O)([C:45]([CH3:48])([CH3:47])[CH3:46])([CH3:44])[CH3:43].C1(P(C2C=CC=CC=2)C2C=CC=CC=2)C=CC=CC=1.N(C(OC(C)C)=O)=NC(OC(C)C)=O, predict the reaction product. (2) Given the reactants [CH3:1][S:2]([O-:4])=[O:3].[Na+].[C:6]([O:10][C:11](=[O:40])[CH2:12][O:13][C:14]1[C:19]2[CH2:20][CH2:21][CH2:22][CH2:23][CH:24]([NH:25][S:26]([C:29]3[CH:34]=[C:33]([C:35]([F:38])([F:37])[F:36])[CH:32]=[C:31](Br)[CH:30]=3)(=[O:28])=[O:27])[C:18]=2[CH:17]=[CH:16][CH:15]=1)([CH3:9])([CH3:8])[CH3:7].C(OCC)(=O)C, predict the reaction product. The product is: [C:6]([O:10][C:11](=[O:40])[CH2:12][O:13][C:14]1[C:19]2[CH2:20][CH2:21][CH2:22][CH2:23][CH:24]([NH:25][S:26]([C:29]3[CH:34]=[C:33]([C:35]([F:38])([F:37])[F:36])[CH:32]=[C:31]([S:2]([CH3:1])(=[O:4])=[O:3])[CH:30]=3)(=[O:28])=[O:27])[C:18]=2[CH:17]=[CH:16][CH:15]=1)([CH3:9])([CH3:8])[CH3:7]. (3) The product is: [OH:3][C:4]1[CH:9]=[CH:8][C:7]([C:10](=[O:12])[CH3:11])=[CH:6][C:5]=1[CH2:13][N:14]1[CH2:19][CH2:18][N:17]([CH3:1])[CH2:16][CH2:15]1. Given the reactants [CH2:1]=O.[OH:3][C:4]1[CH:9]=[CH:8][C:7]([C:10](=[O:12])[CH3:11])=[CH:6][CH:5]=1.[CH3:13][N:14]1[CH2:19][CH2:18][NH:17][CH2:16][CH2:15]1, predict the reaction product. (4) Given the reactants C(O)C.C([O:6][C:7]([CH:9]1[CH:14]([N:15]([CH2:34][C:35]2[CH:40]=[CH:39][C:38]([F:41])=[CH:37][CH:36]=2)[C:16](=[O:33])[CH2:17][C:18]2[N:19]=[S:20]([CH3:32])(=[O:31])[C:21]3[CH:27]=[C:26]([N+:28]([O-:30])=[O:29])[CH:25]=[CH:24][C:22]=3[N:23]=2)[CH:13]2[CH2:42][CH:10]1[CH2:11][CH2:12]2)=O)C.CC[O-].[Na+].Cl, predict the reaction product. The product is: [F:41][C:38]1[CH:39]=[CH:40][C:35]([CH2:34][N:15]2[C:16](=[O:33])[C:17]([C:18]3[N:19]=[S:20]([CH3:32])(=[O:31])[C:21]4[CH:27]=[C:26]([N+:28]([O-:30])=[O:29])[CH:25]=[CH:24][C:22]=4[N:23]=3)=[C:7]([OH:6])[CH:9]3[CH:14]2[CH:13]2[CH2:42][CH:10]3[CH2:11][CH2:12]2)=[CH:36][CH:37]=1. (5) The product is: [NH:28]1[C:29]2[C:25](=[CH:24][CH:23]=[C:22]([NH:21][C:4]3[C:5]4[CH:10]=[CH:9][N:8]([S:11]([C:14]5[CH:20]=[CH:19][C:17]([CH3:18])=[CH:16][CH:15]=5)(=[O:13])=[O:12])[C:6]=4[N:7]=[C:2]([NH:31][C:32]4[CH:40]=[CH:39][C:35]([C:36]([NH2:38])=[O:37])=[CH:34][CH:33]=4)[N:3]=3)[CH:30]=2)[CH:26]=[N:27]1. Given the reactants Cl[C:2]1[N:3]=[C:4]([NH:21][C:22]2[CH:30]=[C:29]3[C:25]([CH:26]=[N:27][NH:28]3)=[CH:24][CH:23]=2)[C:5]2[CH:10]=[CH:9][N:8]([S:11]([C:14]3[CH:20]=[CH:19][C:17]([CH3:18])=[CH:16][CH:15]=3)(=[O:13])=[O:12])[C:6]=2[N:7]=1.[NH2:31][C:32]1[CH:40]=[CH:39][C:35]([C:36]([NH2:38])=[O:37])=[CH:34][CH:33]=1.C[Si](Cl)(C)C, predict the reaction product. (6) Given the reactants [NH2:1][C:2]1[N:3]=[CH:4][C:5]([C:9]([O:11][CH3:12])=[O:10])=[N:6][C:7]=1[Br:8].Br[CH:14]([CH3:20])[CH:15](OC)OC.C1(C)C=CC(S(O)(=O)=O)=CC=1, predict the reaction product. The product is: [Br:8][C:7]1[C:2]2[N:3]([C:14]([CH3:20])=[CH:15][N:1]=2)[CH:4]=[C:5]([C:9]([O:11][CH3:12])=[O:10])[N:6]=1.